Dataset: Reaction yield outcomes from USPTO patents with 853,638 reactions. Task: Predict the reaction yield, written as a fraction of the theoretical maximum amount of product (1.0 means a 100% yield; for example, 0.34 means a 34% yield). (1) The reactants are ClC1C=CC=C(C(OO)=[O:9])C=1.[C:12]12([CH2:22][CH2:23][N:24]([CH2:37][CH2:38][CH2:39][CH2:40][CH3:41])[C:25]([NH:27][CH2:28][CH2:29][CH2:30][C:31]3[CH:36]=[CH:35][N:34]=[CH:33][CH:32]=3)=[O:26])[CH2:21][CH:16]3[CH2:17][CH:18]([CH2:20][CH:14]([CH2:15]3)[CH2:13]1)[CH2:19]2.[OH-].[Na+]. The catalyst is C(Cl)(Cl)Cl. The product is [C:12]12([CH2:22][CH2:23][N:24]([CH2:37][CH2:38][CH2:39][CH2:40][CH3:41])[C:25](=[O:26])[NH:27][CH2:28][CH2:29][CH2:30][C:31]3[CH:32]=[CH:33][N+:34]([O-:9])=[CH:35][CH:36]=3)[CH2:13][CH:14]3[CH2:15][CH:16]([CH2:17][CH:18]([CH2:20]3)[CH2:19]1)[CH2:21]2. The yield is 0.942. (2) The reactants are [Na+:1].[OH:2][C:3]1[C:12]2[C:7](=[CH:8][CH:9]=[CH:10][CH:11]=2)[C:6]([S:13]([O-:16])(=[O:15])=[O:14])=[CH:5][CH:4]=1.[OH-].[Na+].[CH2:19](Br)[C:20]1[CH:25]=[CH:24][CH:23]=[CH:22][CH:21]=1. The catalyst is O.CCO. The product is [CH2:19]([O:2][C:3]1[C:12]2[C:7](=[CH:8][CH:9]=[CH:10][CH:11]=2)[C:6]([S:13]([O-:16])(=[O:14])=[O:15])=[CH:5][CH:4]=1)[C:20]1[CH:25]=[CH:24][CH:23]=[CH:22][CH:21]=1.[Na+:1]. The yield is 0.370. (3) The reactants are [O:1]=[C:2]1[CH2:7][CH2:6][CH2:5][CH2:4][N:3]1[C:8]([O:10][C:11]([CH3:14])([CH3:13])[CH3:12])=[O:9].[F:15][C:16]1[CH:17]=[C:18]([Mg]Br)[CH:19]=[C:20]([F:23])[C:21]=1[F:22].Cl. The catalyst is O1CCCC1. The product is [O:1]=[C:2]([C:18]1[CH:17]=[C:16]([F:15])[C:21]([F:22])=[C:20]([F:23])[CH:19]=1)[CH2:7][CH2:6][CH2:5][CH2:4][NH:3][C:8](=[O:9])[O:10][C:11]([CH3:14])([CH3:13])[CH3:12]. The yield is 0.360. (4) The reactants are Cl[C:2]1C=CC2SC=C(CN3CCN(C4SC(C(O)=O)=C(C)N=4)C3=O)C=2C=1.C[C:28]1[N:29]=[C:30]([N:36]2[CH2:40][CH2:39][N:38]([CH2:41][C:42]3[CH:43]=[CH:44][CH:45]=[C:46]4[C:51]=3[N:50]=[CH:49][CH:48]=[CH:47]4)[C:37]2=[O:52])[S:31][C:32]=1[C:33]([OH:35])=O.[NH2:53][CH2:54][C:55]1[CH:56]=[N:57][CH:58]=[CH:59][CH:60]=1. No catalyst specified. The product is [CH3:2][SH:31]1[C:32]([C:33]([NH:53][CH2:54][C:55]2[CH:56]=[N:57][CH:58]=[CH:59][CH:60]=2)=[O:35])=[CH:28][N:29]=[C:30]1[N:36]1[CH2:40][CH2:39][N:38]([CH2:41][C:42]2[CH:43]=[CH:44][CH:45]=[C:46]3[C:51]=2[N:50]=[CH:49][CH:48]=[CH:47]3)[C:37]1=[O:52]. The yield is 0.440. (5) The reactants are [C:1]([CH:3]([S:10]([OH:13])(=[O:12])=[O:11])[CH2:4][C:5]([O:7][CH2:8][CH3:9])=[O:6])#[N:2].[CH3:14][C:15]([O:18][C:19](O[C:19]([O:18][C:15]([CH3:17])([CH3:16])[CH3:14])=[O:20])=[O:20])([CH3:17])[CH3:16].[H][H]. The catalyst is [Ni].C(O)C. The product is [C:15]([O:18][C:19]([NH:2][CH2:1][CH:3]([S:10]([OH:13])(=[O:12])=[O:11])[CH2:4][C:5]([O:7][CH2:8][CH3:9])=[O:6])=[O:20])([CH3:17])([CH3:16])[CH3:14]. The yield is 0.850.